The task is: Regression/Classification. Given a drug SMILES string, predict its absorption, distribution, metabolism, or excretion properties. Task type varies by dataset: regression for continuous measurements (e.g., permeability, clearance, half-life) or binary classification for categorical outcomes (e.g., BBB penetration, CYP inhibition). Dataset: cyp1a2_veith.. This data is from CYP1A2 inhibition data for predicting drug metabolism from PubChem BioAssay. The molecule is CC(C)C(NC(=O)C12CC3CC(CC(C3)C1)C2)C(=O)NC1=NCCS1. The result is 0 (non-inhibitor).